Task: Predict the product of the given reaction.. Dataset: Forward reaction prediction with 1.9M reactions from USPTO patents (1976-2016) (1) Given the reactants [Cl:1][C:2]1[CH:7]=[CH:6][C:5](/[CH:8]=[CH:9]/[C:10]([O:12][C:13]([CH3:16])([CH3:15])[CH3:14])=[O:11])=[CH:4][C:3]=1[N+:17]([O-])=O, predict the reaction product. The product is: [NH2:17][C:3]1[CH:4]=[C:5]([CH2:8][CH2:9][C:10]([O:12][C:13]([CH3:16])([CH3:15])[CH3:14])=[O:11])[CH:6]=[CH:7][C:2]=1[Cl:1]. (2) The product is: [Cl:20][C:17]1[CH:16]=[C:15]2[C:14](=[CH:19][CH:18]=1)[N:13]=[C:9]([CH3:10])[C:8]([C:7]([N:1]1[CH2:6][CH2:5][CH2:4][CH2:3][CH2:2]1)=[O:12])=[C:21]2[C:22]1[CH:24]=[CH:29][CH:28]=[CH:27][CH:26]=1. Given the reactants [N:1]1([C:7](=[O:12])[CH2:8][C:9](=O)[CH3:10])[CH2:6][CH2:5][CH2:4][CH2:3][CH2:2]1.[NH2:13][C:14]1[CH:19]=[CH:18][C:17]([Cl:20])=[CH:16][C:15]=1[CH2:21][C:22]([C:24]1[CH:29]=[CH:28][CH:27]=[CH:26]C=1)=O.[O-]S(C(F)(F)F)(=O)=O.[Yb+3].[O-]S(C(F)(F)F)(=O)=O.[O-]S(C(F)(F)F)(=O)=O, predict the reaction product. (3) Given the reactants [C:1]([NH:9][C:10]1[S:11][CH2:12][C@@H:13]2[CH2:19][C@H:18]([C:20]([NH:22][C:23](=[N:25]O)[CH3:24])=[O:21])[O:17][CH2:16][C@:14]2([C:27]2[CH:32]=[CH:31][C:30]([F:33])=[CH:29][C:28]=2[F:34])[N:15]=1)(=[O:8])[C:2]1[CH:7]=[CH:6][CH:5]=[CH:4][CH:3]=1, predict the reaction product. The product is: [F:34][C:28]1[CH:29]=[C:30]([F:33])[CH:31]=[CH:32][C:27]=1[C@:14]12[CH2:16][O:17][C@@H:18]([C:20]3[O:21][N:25]=[C:23]([CH3:24])[N:22]=3)[CH2:19][C@H:13]1[CH2:12][S:11][C:10]([NH:9][C:1](=[O:8])[C:2]1[CH:7]=[CH:6][CH:5]=[CH:4][CH:3]=1)=[N:15]2. (4) Given the reactants [C:1]([C:5]1[C:13]2[C:8](=[CH:9][C:10]([N+:14]([O-])=O)=[CH:11][CH:12]=2)[NH:7][CH:6]=1)([CH3:4])([CH3:3])[CH3:2], predict the reaction product. The product is: [C:1]([C:5]1[C:13]2[C:8](=[CH:9][C:10]([NH2:14])=[CH:11][CH:12]=2)[NH:7][CH:6]=1)([CH3:4])([CH3:2])[CH3:3]. (5) Given the reactants [OH:1][C:2]1[CH:9]=[CH:8][C:7]([O:10][CH3:11])=[CH:6][C:3]=1[CH:4]=[O:5].C([O-])([O-])=O.[K+].[K+].[CH2:18]([O:20][CH:21]([O:24][CH2:25][CH3:26])[CH2:22]Br)[CH3:19], predict the reaction product. The product is: [CH2:18]([O:20][CH:21]([O:24][CH2:25][CH3:26])[CH2:22][O:1][C:2]1[CH:9]=[CH:8][C:7]([O:10][CH3:11])=[CH:6][C:3]=1[CH:4]=[O:5])[CH3:19]. (6) Given the reactants [CH3:1][O:2][C:3]1[C:20]([N+:21]([O-:23])=[O:22])=[CH:19][C:6]2[NH:7][C:8](=[O:18])[CH2:9][N:10]([C:12](=[O:17])[C:13]([F:16])([F:15])[F:14])[CH2:11][C:5]=2[CH:4]=1.[F-].[Cs+].[CH2:26](Br)[CH3:27].C(#N)C, predict the reaction product. The product is: [CH2:26]([N:7]1[C:6]2[CH:19]=[C:20]([N+:21]([O-:23])=[O:22])[C:3]([O:2][CH3:1])=[CH:4][C:5]=2[CH2:11][N:10]([C:12](=[O:17])[C:13]([F:14])([F:15])[F:16])[CH2:9][C:8]1=[O:18])[CH3:27]. (7) Given the reactants [Br:1][C:2]1[CH:3]=[CH:4][C:5]([O:8][CH2:9]/[CH:10]=[CH:11]/[C:12]2[CH:41]=[CH:40][C:15]([CH2:16][N:17]3[CH2:22][CH2:21][N:20](C(OCC4C5C=CC=CC=5C5C4=CC=CC=5)=O)[CH2:19][CH2:18]3)=[CH:14][CH:13]=2)=[N:6][CH:7]=1.N1CCCCC1.[NH4+].[Cl-], predict the reaction product. The product is: [Br:1][C:2]1[CH:3]=[CH:4][C:5]([O:8][CH2:9]/[CH:10]=[CH:11]/[C:12]2[CH:13]=[CH:14][C:15]([CH2:16][N:17]3[CH2:18][CH2:19][NH:20][CH2:21][CH2:22]3)=[CH:40][CH:41]=2)=[N:6][CH:7]=1. (8) Given the reactants Cl.Cl.[CH3:3][NH:4][C:5]1[CH:6]=[N:7][N:8]([C:10]2[CH:11]=[N:12][CH:13]=[CH:14][CH:15]=2)[CH:9]=1.C(N(CC)CC)C.[CH3:23][CH:24]([CH2:28][S:29][CH3:30])[C:25](O)=[O:26].Cl.C(N=C=NCCCN(C)C)C, predict the reaction product. The product is: [CH3:3][N:4]([C:5]1[CH:6]=[N:7][N:8]([C:10]2[CH:11]=[N:12][CH:13]=[CH:14][CH:15]=2)[CH:9]=1)[C:25](=[O:26])[CH:24]([CH3:23])[CH2:28][S:29][CH3:30]. (9) Given the reactants [CH3:1][C:2]1([CH3:29])[CH2:7][CH:6]([C:8]2[C:16]3[C:11](=[C:12]([C:24]([NH2:26])=[O:25])[CH:13]=[C:14]([C:17]4[CH:21]=[C:20]([CH:22]=O)[S:19][CH:18]=4)[CH:15]=3)[NH:10][CH:9]=2)[CH2:5][CH2:4][S:3]1(=[O:28])=[O:27].[NH:30]1[CH2:34][CH2:33][CH2:32][CH2:31]1.C(O[BH-](OC(=O)C)OC(=O)C)(=O)C.[Na+], predict the reaction product. The product is: [CH3:1][C:2]1([CH3:29])[CH2:7][CH:6]([C:8]2[C:16]3[C:11](=[C:12]([C:24]([NH2:26])=[O:25])[CH:13]=[C:14]([C:17]4[CH:21]=[C:20]([CH2:22][N:30]5[CH2:34][CH2:33][CH2:32][CH2:31]5)[S:19][CH:18]=4)[CH:15]=3)[NH:10][CH:9]=2)[CH2:5][CH2:4][S:3]1(=[O:28])=[O:27]. (10) Given the reactants [Br:1][CH2:2][CH2:3][CH2:4][CH2:5][CH2:6][CH2:7][CH2:8][CH2:9][CH2:10][OH:11].[CH2:12](Br)[C:13]1[CH:18]=[CH:17][CH:16]=[CH:15][CH:14]=1.[H-].[Na+], predict the reaction product. The product is: [Br:1][CH2:2][CH2:3][CH2:4][CH2:5][CH2:6][CH2:7][CH2:8][CH2:9][CH2:10][O:11][CH2:12][C:13]1[CH:18]=[CH:17][CH:16]=[CH:15][CH:14]=1.